Regression/Classification. Given a drug SMILES string, predict its absorption, distribution, metabolism, or excretion properties. Task type varies by dataset: regression for continuous measurements (e.g., permeability, clearance, half-life) or binary classification for categorical outcomes (e.g., BBB penetration, CYP inhibition). Dataset: b3db_classification. From a dataset of Blood-brain barrier permeability classification from the B3DB database. (1) The drug is Clc1cccc(Cl)c1N[C@@H]1N=CCN1. The result is 1 (penetrates BBB). (2) The molecule is CC[C@H](NC(=O)c1c(OCCNC(=O)Cc2ccccn2)c(-c2ccccc2)nc2ccccc12)c1ccccc1. The result is 0 (does not penetrate BBB). (3) The drug is C#CC1(O)CCC2C3CCC4=CC(=O)CCC4C3C(=C)CC21CC. The result is 0 (does not penetrate BBB). (4) The drug is CN1CCC23c4c5ccc(O)c4OC2(C)C(=O)CCC3C1C5. The result is 1 (penetrates BBB). (5) The drug is CC(C)CC1C(=O)N2CCCC2C2(O)OC(NC(=O)C3CC4c5cccc6[nH]cc(c56)CC4N(C)C3)(C(C)C)C(=O)N12. The result is 1 (penetrates BBB). (6) The drug is C=C1C(CO)C(O)CC1n1cnc2c(=O)[nH]c(N)nc21. The result is 0 (does not penetrate BBB). (7) The compound is CC(Cc1ccccc1)NN. The result is 1 (penetrates BBB).